Dataset: Forward reaction prediction with 1.9M reactions from USPTO patents (1976-2016). Task: Predict the product of the given reaction. (1) Given the reactants [F:1][C:2]1[CH:7]=[CH:6][CH:5]=[CH:4][C:3]=1[NH:8][C:9](=[O:34])[NH:10][C:11]1[CH:16]=[CH:15][C:14]([CH2:17][C:18]([O:20]C2C(F)=C(F)C(F)=C(F)C=2F)=O)=[CH:13][C:12]=1[O:32][CH3:33].[NH:35]1[CH2:39][CH2:38][CH2:37][CH:36]1[CH2:40][O:41][C:42]1[CH:47]=[CH:46][C:45]([C:48]([O:50][CH3:51])=[O:49])=[CH:44][N:43]=1.CCN(CC)CC, predict the reaction product. The product is: [F:1][C:2]1[CH:7]=[CH:6][CH:5]=[CH:4][C:3]=1[NH:8][C:9](=[O:34])[NH:10][C:11]1[CH:16]=[CH:15][C:14]([CH2:17][C:18]([N:35]2[CH2:39][CH2:38][CH2:37][CH:36]2[CH2:40][O:41][C:42]2[CH:47]=[CH:46][C:45]([C:48]([O:50][CH3:51])=[O:49])=[CH:44][N:43]=2)=[O:20])=[CH:13][C:12]=1[O:32][CH3:33]. (2) Given the reactants [CH3:1][C@H:2]([NH2:6])[C:3]([OH:5])=[O:4].CC(O)=O.[CH:11]1[C:16]([CH2:17][C@H:18]([NH2:22])[C:19]([OH:21])=[O:20])=[CH:15][CH:14]=[C:13]([OH:23])[CH:12]=1.[CH2:24]([CH2:28][C@H:29]([NH2:33])[C:30]([OH:32])=[O:31])[CH2:25][CH2:26][NH2:27].[CH2:34]([C@H:39]([NH2:43])[C:40]([OH:42])=[O:41])[CH2:35][C:36]([OH:38])=[O:37], predict the reaction product. The product is: [CH3:1][C@H:2]([NH2:6])[C:3]([OH:5])=[O:4].[CH:11]1[C:16]([CH2:17][C@H:18]([NH2:22])[C:19]([OH:21])=[O:20])=[CH:15][CH:14]=[C:13]([OH:23])[CH:12]=1.[CH2:24]([CH2:28][C@H:29]([NH2:33])[C:30]([OH:32])=[O:31])[CH2:25][CH2:26][NH2:27].[CH2:34]([C@H:39]([NH2:43])[C:40]([OH:42])=[O:41])[CH2:35][C:36]([OH:38])=[O:37]. (3) Given the reactants [CH2:1]([O:3][C:4](=[O:10])[CH2:5][CH2:6][N:7]=[C:8]=[O:9])[CH3:2].[NH2:11][C:12]1[N:17]=[N:16][C:15]([N:18]2[CH2:23][CH2:22][N:21]([C:24]([C:26]3[CH:31]=[CH:30][CH:29]=[CH:28][C:27]=3[C:32]([F:35])([F:34])[F:33])=[O:25])[CH2:20][CH2:19]2)=[CH:14][CH:13]=1, predict the reaction product. The product is: [CH2:1]([O:3][C:4](=[O:10])[CH2:5][CH2:6][NH:7][C:8]([NH:11][C:12]1[N:17]=[N:16][C:15]([N:18]2[CH2:19][CH2:20][N:21]([C:24](=[O:25])[C:26]3[CH:31]=[CH:30][CH:29]=[CH:28][C:27]=3[C:32]([F:35])([F:34])[F:33])[CH2:22][CH2:23]2)=[CH:14][CH:13]=1)=[O:9])[CH3:2]. (4) Given the reactants [OH:1][CH:2]1[CH2:7][CH2:6][N:5]([C:8]2[S:9][CH:10]=[C:11]([CH:13]([N:18]3[CH2:24][CH2:23][CH2:22][N:21]([C:25]4[C:26]([O:35][CH3:36])=[CH:27][CH:28]=[C:29]5[C:34]=4[N:33]=[CH:32][CH:31]=[CH:30]5)[CH2:20][CH2:19]3)[CH2:14][C:15](O)=[O:16])[N:12]=2)[CH2:4][CH2:3]1.[CH3:37][N:38]1[CH2:43][CH2:42][NH:41][CH2:40][CH2:39]1.CCN(CC)CC.CN(C(ON1N=NC2C=CC=NC1=2)=[N+](C)C)C.F[P-](F)(F)(F)(F)F, predict the reaction product. The product is: [OH:1][CH:2]1[CH2:3][CH2:4][N:5]([C:8]2[S:9][CH:10]=[C:11]([CH:13]([N:18]3[CH2:24][CH2:23][CH2:22][N:21]([C:25]4[C:26]([O:35][CH3:36])=[CH:27][CH:28]=[C:29]5[C:34]=4[N:33]=[CH:32][CH:31]=[CH:30]5)[CH2:20][CH2:19]3)[CH2:14][C:15]([N:41]3[CH2:42][CH2:43][N:38]([CH3:37])[CH2:39][CH2:40]3)=[O:16])[N:12]=2)[CH2:6][CH2:7]1. (5) Given the reactants [Cl:1][CH2:2][C:3](N1CC=C(C2C=CC(C3N=CC=CN=3)=CC=2)CC1)=[O:4].[F:23][C:24]1[CH:25]=[N:26][C:27]([C:30]2[CH:35]=[CH:34][C:33]([N:36]3[CH2:41][CH2:40][NH:39][CH2:38][CH2:37]3)=[CH:32][CH:31]=2)=[N:28][CH:29]=1, predict the reaction product. The product is: [Cl:1][CH2:2][C:3]([N:39]1[CH2:40][CH2:41][N:36]([C:33]2[CH:32]=[CH:31][C:30]([C:27]3[N:28]=[CH:29][C:24]([F:23])=[CH:25][N:26]=3)=[CH:35][CH:34]=2)[CH2:37][CH2:38]1)=[O:4]. (6) Given the reactants [CH2:1]1[C:10]2[C:5](=[CH:6][CH:7]=[CH:8][CH:9]=2)[C:3](=O)[CH2:2]1.[NH3:11].[H][H], predict the reaction product. The product is: [NH2:11][CH:3]1[C:5]2[C:10](=[CH:9][CH:8]=[CH:7][CH:6]=2)[CH2:1][CH2:2]1.